Dataset: Full USPTO retrosynthesis dataset with 1.9M reactions from patents (1976-2016). Task: Predict the reactants needed to synthesize the given product. (1) Given the product [CH2:49]([O:51][C:52](=[O:93])[CH2:53][CH2:54][CH2:55][O:56][C:57]1[CH:62]=[CH:61][CH:60]=[C:59]([CH2:63][CH2:64][CH2:65][CH2:66][CH2:67][CH2:68][O:69][C:70]2[CH:71]=[C:72]([C:96]3[CH:97]=[CH:98][S:94][CH:95]=3)[CH:73]=[C:74]([C:76]([N:78]3[CH2:82][CH2:81][C:80]([F:84])([F:83])[CH2:79]3)=[O:77])[CH:75]=2)[C:58]=1[CH2:86][CH2:87][C:88]([O:90][CH2:91][CH3:92])=[O:89])[CH3:50], predict the reactants needed to synthesize it. The reactants are: C(OC(=O)CCCOC1C=CC=C(CCCCCCOC2C=C(C3C=CC(F)=C(F)C=3)C=C(C(=O)N(C)C)C=2)C=1CCC(OCC)=O)C.[CH2:49]([O:51][C:52](=[O:93])[CH2:53][CH2:54][CH2:55][O:56][C:57]1[CH:62]=[CH:61][CH:60]=[C:59]([CH2:63][CH2:64][CH2:65][CH2:66][CH2:67][CH2:68][O:69][C:70]2[CH:75]=[C:74]([C:76]([N:78]3[CH2:82][CH2:81][C:80]([F:84])([F:83])[CH2:79]3)=[O:77])[CH:73]=[C:72](Br)[CH:71]=2)[C:58]=1[CH2:86][CH2:87][C:88]([O:90][CH2:91][CH3:92])=[O:89])[CH3:50].[S:94]1[CH:98]=[CH:97][C:96](B(O)O)=[CH:95]1.C(=O)([O-])[O-].[Cs+].[Cs+]. (2) Given the product [N:1]1([C:7]([C:9]2[CH:10]=[C:11]3[C:16](=[C:17]([CH:19]4[CH2:23][CH2:22][CH2:21][N:20]4[C:24]([O:26][C:27]([CH3:30])([CH3:28])[CH3:29])=[O:25])[CH:18]=2)[O:15][C:14]([N:31]2[CH2:32][CH2:33][O:34][CH2:35][CH2:36]2)=[CH:13][C:12]3=[O:37])=[O:8])[CH2:6][CH2:5][O:4][CH2:3][CH2:2]1, predict the reactants needed to synthesize it. The reactants are: [N:1]1([C:7]([C:9]2[CH:10]=[C:11]3[C:16](=[C:17]([CH:19]4[CH2:23][CH:22]=[CH:21][N:20]4[C:24]([O:26][C:27]([CH3:30])([CH3:29])[CH3:28])=[O:25])[CH:18]=2)[O:15][C:14]([N:31]2[CH2:36][CH2:35][O:34][CH2:33][CH2:32]2)=[CH:13][C:12]3=[O:37])=[O:8])[CH2:6][CH2:5][O:4][CH2:3][CH2:2]1.N1(C(C2C=C3C(=C(C4C=CCN4C(OC(C)(C)C)=O)C=2)OC(N2CCOCC2)=CC3=O)=O)CCOCC1. (3) Given the product [CH2:1]([O:8][C:9](=[O:28])[C@@H:10]([NH:15][C:16](=[O:27])[C@@H:17]([NH:19][C:20]([CH:46]1[CH2:45][C:53]2[C:48](=[CH:49][CH:50]=[CH:51][CH:52]=2)[CH2:47]1)=[O:22])[CH3:18])[CH2:11][CH:12]([CH3:13])[CH3:14])[C:2]1[CH:3]=[CH:4][CH:5]=[CH:6][CH:7]=1, predict the reactants needed to synthesize it. The reactants are: [CH2:1]([O:8][C:9](=[O:28])[C@@H:10]([NH:15][C:16](=[O:27])[C@@H:17]([NH:19][C:20]([O:22]C(C)(C)C)=O)[CH3:18])[CH2:11][CH:12]([CH3:14])[CH3:13])[C:2]1[CH:7]=[CH:6][CH:5]=[CH:4][CH:3]=1.FC(F)(F)C(O)=O.C(N(CC)C(C)C)(C)C.[CH2:45]1[C:53]2[C:48](=[CH:49][CH:50]=[CH:51][CH:52]=2)[CH2:47][CH:46]1C(O)=O.CN(C(ON1N=NC2C=CC=NC1=2)=[N+](C)C)C.F[P-](F)(F)(F)(F)F. (4) Given the product [Cl:52][C:37]1[CH:36]=[N+:35]([O-:53])[CH:34]=[C:33]([Cl:32])[C:38]=1[CH2:39][C@H:40]([O:21][C:20]([C:18]1[N:19]=[C:15]([CH2:14][O:13][C:12]2[CH:23]=[CH:24][CH:25]=[C:10]([C@@H:9]([NH:8][C:6]([O:5][C:1]([CH3:4])([CH3:2])[CH3:3])=[O:7])[C:26]3[CH:31]=[CH:30][CH:29]=[CH:28][CH:27]=3)[CH:11]=2)[O:16][CH:17]=1)=[O:22])[C:42]1[CH:47]=[CH:46][C:45]([O:48][CH3:49])=[C:44]([O:50][CH3:51])[CH:43]=1, predict the reactants needed to synthesize it. The reactants are: [C:1]([O:5][C:6]([NH:8][C@@H:9]([C:26]1[CH:31]=[CH:30][CH:29]=[CH:28][CH:27]=1)[C:10]1[CH:11]=[C:12]([CH:23]=[CH:24][CH:25]=1)[O:13][CH2:14][C:15]1[O:16][CH:17]=[C:18]([C:20]([OH:22])=[O:21])[N:19]=1)=[O:7])([CH3:4])([CH3:3])[CH3:2].[Cl:32][C:33]1[CH:34]=[N+:35]([O-:53])[CH:36]=[C:37]([Cl:52])[C:38]=1[CH2:39][C@@H:40]([C:42]1[CH:47]=[CH:46][C:45]([O:48][CH3:49])=[C:44]([O:50][CH3:51])[CH:43]=1)O.CCN=C=NCCCN(C)C.Cl. (5) Given the product [C:1]1([C:12]2[CH:13]=[CH:14][CH:15]=[CH:16][CH:17]=2)[CH:6]=[CH:5][C:4]([N:7]2[CH:11]=[CH:10][C:9]([Br:24])=[CH:8]2)=[CH:3][CH:2]=1, predict the reactants needed to synthesize it. The reactants are: [C:1]1([C:12]2[CH:17]=[CH:16][CH:15]=[CH:14][CH:13]=2)[CH:6]=[CH:5][C:4]([N:7]2[CH:11]=[CH:10][CH:9]=[CH:8]2)=[CH:3][CH:2]=1.CSC.C(#N)C.[Br:24]Br. (6) Given the product [CH:12]1[C:21]2[C:16](=[CH:17][CH:18]=[CH:19][CH:20]=2)[CH:15]=[CH:14][C:13]=1[CH2:22][O:23][C:24]1[CH:25]=[CH:26][C:27]([CH2:28][NH:11][C:8]23[CH2:10][CH:4]4[CH2:5][CH:6]([CH2:1][CH:2]([CH2:3]4)[CH2:9]2)[CH2:7]3)=[CH:30][CH:31]=1, predict the reactants needed to synthesize it. The reactants are: [CH2:1]1[CH:6]2[CH2:7][C:8]3([NH2:11])[CH2:10][CH:4]([CH2:5]2)[CH2:3][CH:2]1[CH2:9]3.[CH:12]1[C:21]2[C:16](=[CH:17][CH:18]=[CH:19][CH:20]=2)[CH:15]=[CH:14][C:13]=1[CH2:22][O:23][C:24]1[CH:31]=[CH:30][C:27]([CH:28]=O)=[CH:26][CH:25]=1. (7) Given the product [CH3:38][N:23]([CH3:22])/[CH:24]=[C:25](\[F:21])/[C:26]([C:28]1[N:32]([CH3:33])[C:31]([C:34]([F:37])([F:36])[F:35])=[N:30][CH:29]=1)=[O:27], predict the reactants needed to synthesize it. The reactants are: [B-](F)(F)(F)F.[B-](F)(F)(F)F.C1[N+]2(CCl)CC[N+]([F:21])(CC2)C1.[CH3:22][N:23]([CH3:38])/[CH:24]=[CH:25]/[C:26]([C:28]1[N:32]([CH3:33])[C:31]([C:34]([F:37])([F:36])[F:35])=[N:30][CH:29]=1)=[O:27]. (8) Given the product [OH:1][C:2]1[CH:9]=[CH:8][C:5]([C:6]#[N:7])=[CH:4][C:3]=1[I:10], predict the reactants needed to synthesize it. The reactants are: [OH:1][C:2]1[CH:9]=[CH:8][C:5]([C:6]#[N:7])=[CH:4][CH:3]=1.[I:10]I.